This data is from Forward reaction prediction with 1.9M reactions from USPTO patents (1976-2016). The task is: Predict the product of the given reaction. (1) Given the reactants [Cl:1][C:2]1[N:7]=[C:6]([Cl:8])[CH:5]=[CH:4][N:3]=1.[CH2:9]([NH2:11])[CH3:10].C([O-])(O)=O.[Na+], predict the reaction product. The product is: [Cl:1][C:2]1[N:7]=[C:6]([NH:11][CH2:9][CH3:10])[CH:5]=[CH:4][N:3]=1.[Cl:8][C:6]1[CH:5]=[CH:4][N:3]=[C:2]([NH:11][CH2:9][CH3:10])[N:7]=1. (2) Given the reactants Cl[CH2:2][CH2:3][CH2:4][CH2:5][CH2:6][CH2:7][S:8][C:9]1[CH:14]=[CH:13][CH:12]=[CH:11][CH:10]=1.[NH:15]1[CH2:20][CH2:19][CH:18]([C:21]2[CH:22]=[C:23]([NH:27][C:28]([CH:30]3[CH2:32][CH2:31]3)=[O:29])[CH:24]=[CH:25][CH:26]=2)[CH2:17][CH2:16]1, predict the reaction product. The product is: [C:9]1([S:8][CH2:7][CH2:6][CH2:5][CH2:4][CH2:3][CH2:2][N:15]2[CH2:20][CH2:19][CH:18]([C:21]3[CH:22]=[C:23]([NH:27][C:28]([CH:30]4[CH2:31][CH2:32]4)=[O:29])[CH:24]=[CH:25][CH:26]=3)[CH2:17][CH2:16]2)[CH:14]=[CH:13][CH:12]=[CH:11][CH:10]=1. (3) Given the reactants [CH3:1][C@H:2]1[CH2:7][N:6]2[N:8]=[CH:9][C:10]([N:11]3[CH2:15][CH:14]([C:16]4[O:20][N:19]=[C:18]([CH3:21])[N:17]=4)[O:13][C:12]3=[O:22])=[C:5]2[CH2:4][N:3]1[C:23]([O:25]C(C)(C)C)=O.FC(F)(F)C(O)=O.CCN(C(C)C)C(C)C.[F:46][C:47]1[CH:48]=[C:49]([NH:55]C(=O)OC2C=CC=CC=2)[CH:50]=[C:51]([F:54])[C:52]=1[F:53], predict the reaction product. The product is: [CH3:1][C@H:2]1[CH2:7][N:6]2[N:8]=[CH:9][C:10]([N:11]3[CH2:15][CH:14]([C:16]4[O:20][N:19]=[C:18]([CH3:21])[N:17]=4)[O:13][C:12]3=[O:22])=[C:5]2[CH2:4][N:3]1[C:23]([NH:55][C:49]1[CH:48]=[C:47]([F:46])[C:52]([F:53])=[C:51]([F:54])[CH:50]=1)=[O:25]. (4) Given the reactants [NH2:1][C:2]1[CH:3]=[C:4]([C:15]2[C:24]3[C:19](=[CH:20][CH:21]=[CH:22][CH:23]=3)[C:18](=[O:25])[NH:17][N:16]=2)[CH:5]=[CH:6][C:7]=1[N:8]1[CH2:13][CH2:12][N:11]([CH3:14])[CH2:10][CH2:9]1.CCN(CC)CC.[O:33]1[C:37]2[CH:38]=[CH:39][C:40]([C:42](Cl)=[O:43])=[CH:41][C:36]=2[O:35][CH2:34]1, predict the reaction product. The product is: [CH3:14][N:11]1[CH2:10][CH2:9][N:8]([C:7]2[CH:6]=[CH:5][C:4]([C:15]3[C:24]4[C:19](=[CH:20][CH:21]=[CH:22][CH:23]=4)[C:18](=[O:25])[NH:17][N:16]=3)=[CH:3][C:2]=2[NH:1][C:42]([C:40]2[CH:39]=[CH:38][C:37]3[O:33][CH2:34][O:35][C:36]=3[CH:41]=2)=[O:43])[CH2:13][CH2:12]1.